This data is from Peptide-MHC class II binding affinity with 134,281 pairs from IEDB. The task is: Regression. Given a peptide amino acid sequence and an MHC pseudo amino acid sequence, predict their binding affinity value. This is MHC class II binding data. The peptide sequence is LFAAFPSFAGLRPTFDTRLM. The binding affinity (normalized) is 0.186. The MHC is DRB1_1501 with pseudo-sequence DRB1_1501.